Dataset: Reaction yield outcomes from USPTO patents with 853,638 reactions. Task: Predict the reaction yield, written as a fraction of the theoretical maximum amount of product (1.0 means a 100% yield; for example, 0.34 means a 34% yield). (1) The reactants are [Cl:1][C:2]1[CH:3]=[C:4]([CH:16]=[C:17]([Cl:19])[CH:18]=1)[N:5]([CH2:7][C:8]1[CH:15]=[C:11]2[O:12][CH2:13][CH2:14][N:10]2[N:9]=1)[CH3:6].F[C:21](F)(F)S(OC)(=O)=O.[I-].[Na+].CC1C=CC(S(O)(=O)=O)=CC=1.CC([O-])(C)C.[K+]. The catalyst is C(#N)C. The product is [Cl:1][C:2]1[CH:3]=[C:4]([N:5]([CH2:7][C:8]2[N:9]([CH3:21])[N:10]([CH:14]=[CH2:13])[C:11](=[O:12])[CH:15]=2)[CH3:6])[CH:16]=[C:17]([Cl:19])[CH:18]=1. The yield is 0.550. (2) The reactants are C[O:2][C:3]1[CH:4]=[CH:5][C:6]2[N:11]([C:12]([O:14][CH2:15][C:16]3[CH:21]=[CH:20][CH:19]=[CH:18][CH:17]=3)=[O:13])[CH2:10][C:9](=[O:22])[N:8]([CH2:23][C@@H:24]3[CH2:26][O:25]3)[C:7]=2[N:27]=1. The catalyst is CN(C=O)C. The product is [OH:25][CH2:26][C@H:24]1[N:27]2[C:7]3[N:8]([C:9](=[O:22])[CH2:10][N:11]([C:12]([O:14][CH2:15][C:16]4[CH:17]=[CH:18][CH:19]=[CH:20][CH:21]=4)=[O:13])[C:6]=3[CH:5]=[CH:4][C:3]2=[O:2])[CH2:23]1. The yield is 0.309. (3) The reactants are [Br:1][C:2]1[CH:3]=[C:4]([C:8]2([C:15]3[CH:20]=[CH:19][C:18]([O:21][CH3:22])=[CH:17][CH:16]=3)[C:12](=S)[S:11][C:10](=S)[NH:9]2)[CH:5]=[CH:6][CH:7]=1.[CH2:23]([NH2:26])[CH2:24][NH2:25]. No catalyst specified. The product is [Br:1][C:2]1[CH:3]=[C:4]([C:8]2([C:15]3[CH:20]=[CH:19][C:18]([O:21][CH3:22])=[CH:17][CH:16]=3)[C:12]3=[N:26][CH2:23][CH2:24][N:25]3[C:10](=[S:11])[NH:9]2)[CH:5]=[CH:6][CH:7]=1. The yield is 0.550. (4) The reactants are [CH3:1][O:2][C:3]1[C:4](C(O)=O)=[CH:5][C:6]2[C:11]([CH:12]=1)=[CH:10][CH:9]=[CH:8][CH:7]=2.CC[N:18]([CH2:21]C)CC.C1C=CC(P(N=[N+]=[N-])(C2C=CC=CC=2)=[O:30])=CC=1.[CH2:40]([OH:47])[C:41]1[CH:46]=[CH:45][CH:44]=[CH:43][CH:42]=1. The catalyst is C1(C)C=CC=CC=1. The product is [C:21]([NH:18][C:5]1[C:6]2[C:11](=[CH:10][CH:9]=[CH:8][CH:7]=2)[CH:12]=[C:3]([O:2][CH3:1])[CH:4]=1)([O:47][CH2:40][C:41]1[CH:46]=[CH:45][CH:44]=[CH:43][CH:42]=1)=[O:30]. The yield is 1.00. (5) The reactants are Br[C:2]1[CH:3]=[C:4]([C:15]([O:17][CH3:18])=[O:16])[C:5]2[C:6]([CH3:14])=[CH:7][N:8]([CH:11]([CH3:13])[CH3:12])[C:9]=2[CH:10]=1.[C:19]([Zn]C#N)#[N:20].CN(C=O)C.C([O-])([O-])=O.[Na+].[Na+]. The catalyst is C1C=CC([P]([Pd]([P](C2C=CC=CC=2)(C2C=CC=CC=2)C2C=CC=CC=2)([P](C2C=CC=CC=2)(C2C=CC=CC=2)C2C=CC=CC=2)[P](C2C=CC=CC=2)(C2C=CC=CC=2)C2C=CC=CC=2)(C2C=CC=CC=2)C2C=CC=CC=2)=CC=1.CCOC(C)=O. The product is [C:19]([C:2]1[CH:3]=[C:4]([C:15]([O:17][CH3:18])=[O:16])[C:5]2[C:6]([CH3:14])=[CH:7][N:8]([CH:11]([CH3:13])[CH3:12])[C:9]=2[CH:10]=1)#[N:20]. The yield is 0.389.